From a dataset of Full USPTO retrosynthesis dataset with 1.9M reactions from patents (1976-2016). Predict the reactants needed to synthesize the given product. (1) Given the product [CH3:1][N:2]([CH3:3])[C:4]1[CH:9]=[CH:8][C:7]([NH:11][C:12]2[CH:17]=[CH:16][CH:15]=[CH:14][CH:13]=2)=[CH:6][N:5]=1, predict the reactants needed to synthesize it. The reactants are: [CH3:1][N:2]([C:4]1[CH:9]=[CH:8][C:7](Br)=[CH:6][N:5]=1)[CH3:3].[NH2:11][C:12]1[CH:17]=[CH:16][CH:15]=[CH:14][CH:13]=1. (2) The reactants are: C(N(CC)CC)C.[Cl:8][C:9]1[CH:17]=[CH:16][C:12]([C:13](O)=[O:14])=[CH:11][C:10]=1[NH:18][C:19]([C:21]1[C:32](=[O:33])[NH:31][C:24]2[N:25]=[C:26]([O:29][CH3:30])[N:27]=[CH:28][C:23]=2[CH:22]=1)=[O:20].CN(C(ON1N=NC2C=CC=NC1=2)=[N+](C)C)C.F[P-](F)(F)(F)(F)F.[NH2:58][C@H:59]([C:70]1[CH:75]=[CH:74][CH:73]=[CH:72][CH:71]=1)[CH2:60][CH2:61][NH:62][C:63](=[O:69])[O:64][C:65]([CH3:68])([CH3:67])[CH3:66]. Given the product [Cl:8][C:9]1[CH:17]=[CH:16][C:12]([C:13]([NH:58][C@H:59]([C:70]2[CH:71]=[CH:72][CH:73]=[CH:74][CH:75]=2)[CH2:60][CH2:61][NH:62][C:63](=[O:69])[O:64][C:65]([CH3:68])([CH3:67])[CH3:66])=[O:14])=[CH:11][C:10]=1[NH:18][C:19]([C:21]1[C:32](=[O:33])[NH:31][C:24]2[N:25]=[C:26]([O:29][CH3:30])[N:27]=[CH:28][C:23]=2[CH:22]=1)=[O:20], predict the reactants needed to synthesize it. (3) Given the product [Cl:11][C:9]1[C:8]([C:12]2[CH:17]=[N:16][CH:15]=[CH:14][N:13]=2)=[CH:7][C:6](/[CH:18]=[CH:19]/[C:20]([N:36]2[CH2:35][CH:34]3[N:29]([CH2:28][C:27]4[CH:38]=[CH:39][C:24]([F:23])=[CH:25][CH:26]=4)[CH:30]([CH2:31][O:32][CH2:33]3)[CH2:37]2)=[O:22])=[C:5]([NH:4][C:1](=[O:3])[CH3:2])[CH:10]=1, predict the reactants needed to synthesize it. The reactants are: [C:1]([NH:4][C:5]1[CH:10]=[C:9]([Cl:11])[C:8]([C:12]2[CH:17]=[N:16][CH:15]=[CH:14][N:13]=2)=[CH:7][C:6]=1/[CH:18]=[CH:19]/[C:20]([OH:22])=O)(=[O:3])[CH3:2].[F:23][C:24]1[CH:39]=[CH:38][C:27]([CH2:28][N:29]2[CH:34]3[CH2:35][NH:36][CH2:37][CH:30]2[CH2:31][O:32][CH2:33]3)=[CH:26][CH:25]=1. (4) Given the product [Cl:1][C:2]1[CH:27]=[CH:26][C:5]([CH2:6][N:7]2[C:15]3[C:10](=[CH:11][C:12]([CH:16]=[C:17]4[S:21][C:20]([N:39]5[CH2:44][CH2:43][N:42]([CH3:45])[CH2:41][C@@H:40]5[CH2:76][OH:77])=[N:19][C:18]4=[O:25])=[CH:13][CH:14]=3)[CH:9]=[N:8]2)=[C:4]([C:28]([F:31])([F:30])[F:29])[CH:3]=1, predict the reactants needed to synthesize it. The reactants are: [Cl:1][C:2]1[CH:27]=[CH:26][C:5]([CH2:6][N:7]2[C:15]3[C:10](=[CH:11][C:12]([CH:16]=[C:17]4[S:21][C:20](SCC)=[N:19][C:18]4=[O:25])=[CH:13][CH:14]=3)[CH:9]=[N:8]2)=[C:4]([C:28]([F:31])([F:30])[F:29])[CH:3]=1.C(OC([N:39]1[CH2:44][CH2:43][N:42]([C:45]2SC(=CC3C=C4C(=CC=3)N(CC3C=CC(C(O)(C)C)=CC=3C(F)(F)F)N=C4)C(=O)N=2)[CH2:41][CH:40]1[CH2:76][OH:77])=O)(C)(C)C. (5) Given the product [CH:30]1([CH2:29][N:28]2[C:27]3[CH:26]=[CH:25][C:21]([C:22]([OH:24])=[O:23])=[CH:20][C:19]=3[N:18]=[C:16]2[C:13]2[CH:14]=[N:15][C:4]3[N:3]([CH2:1][CH3:2])[C:11]4[C:6]([C:5]=3[CH:12]=2)=[CH:7][CH:8]=[CH:9][CH:10]=4)[CH2:31][CH2:32]1, predict the reactants needed to synthesize it. The reactants are: [CH2:1]([N:3]1[C:11]2[C:6](=[CH:7][CH:8]=[CH:9][CH:10]=2)[C:5]2[CH:12]=[C:13]([CH:16]=O)[CH:14]=[N:15][C:4]1=2)[CH3:2].[NH2:18][C:19]1[CH:20]=[C:21]([CH:25]=[CH:26][C:27]=1[NH:28][CH2:29][CH:30]1[CH2:32][CH2:31]1)[C:22]([OH:24])=[O:23]. (6) Given the product [Cl:1][C:2]1[CH:7]=[CH:6][C:5]([CH:8]2[C:19]([C:16]3[CH:17]=[CH:18][C:13]([Cl:12])=[CH:14][C:15]=3[F:28])([C:20]#[N:21])[CH:22]([CH2:23][C:24]([CH3:27])([CH3:26])[CH3:25])[CH2:10][NH:9]2)=[C:4]([F:11])[CH:3]=1.[Cl:12][C:13]1[CH:18]=[CH:17][C:16]([C:19]2([C:20]#[N:21])[CH:22]([CH2:23][C:24]([CH3:25])([CH3:26])[CH3:27])[CH:8]([C:5]3[CH:6]=[CH:7][C:2]([Cl:1])=[CH:3][C:4]=3[F:11])[NH:9][CH2:10]2)=[C:15]([F:28])[CH:14]=1, predict the reactants needed to synthesize it. The reactants are: [Cl:1][C:2]1[CH:7]=[CH:6][C:5](/[CH:8]=[N:9]/[CH3:10])=[C:4]([F:11])[CH:3]=1.[Cl:12][C:13]1[CH:18]=[CH:17][C:16](/[C:19](=[CH:22]/[CH2:23][C:24]([CH3:27])([CH3:26])[CH3:25])/[C:20]#[N:21])=[C:15]([F:28])[CH:14]=1.[OH-].[K+].